From a dataset of NCI-60 drug combinations with 297,098 pairs across 59 cell lines. Regression. Given two drug SMILES strings and cell line genomic features, predict the synergy score measuring deviation from expected non-interaction effect. Cell line: EKVX. Drug 2: CCCCC(=O)OCC(=O)C1(CC(C2=C(C1)C(=C3C(=C2O)C(=O)C4=C(C3=O)C=CC=C4OC)O)OC5CC(C(C(O5)C)O)NC(=O)C(F)(F)F)O. Synergy scores: CSS=-0.990, Synergy_ZIP=0.169, Synergy_Bliss=-3.75, Synergy_Loewe=-2.41, Synergy_HSA=-4.35. Drug 1: CC1=C(C=C(C=C1)NC2=NC=CC(=N2)N(C)C3=CC4=NN(C(=C4C=C3)C)C)S(=O)(=O)N.Cl.